From a dataset of Forward reaction prediction with 1.9M reactions from USPTO patents (1976-2016). Predict the product of the given reaction. (1) Given the reactants [N+:1]([C:4]1[CH:30]=[CH:29][C:7]([CH2:8][CH2:9][NH:10][C:11](=[O:28])[CH2:12][S:13][C:14]2[CH:19]=[CH:18][C:17]([NH:20][C:21](=[O:27])[O:22][C:23]([CH3:26])([CH3:25])[CH3:24])=[CH:16][CH:15]=2)=[CH:6][CH:5]=1)([O-])=O.O.O.[Sn](Cl)Cl, predict the reaction product. The product is: [NH2:1][C:4]1[CH:30]=[CH:29][C:7]([CH2:8][CH2:9][NH:10][C:11](=[O:28])[CH2:12][S:13][C:14]2[CH:19]=[CH:18][C:17]([NH:20][C:21](=[O:27])[O:22][C:23]([CH3:25])([CH3:26])[CH3:24])=[CH:16][CH:15]=2)=[CH:6][CH:5]=1. (2) Given the reactants Br[C:2]1[CH:7]=[CH:6][C:5]([N:8]2[C:12](=[O:13])[NH:11][N:10]=[C:9]2[CH2:14][C@@H:15]2[CH2:19][CH2:18][N:17]([C:20]([O:22][C:23]([CH3:26])([CH3:25])[CH3:24])=[O:21])[CH2:16]2)=[C:4]([F:27])[CH:3]=1.[CH3:28][O:29][C:30]1[CH:31]=[C:32](B2OC(C)(C)C(C)(C)O2)[CH:33]=[CH:34][CH:35]=1.C(=O)([O-])[O-].[K+].[K+], predict the reaction product. The product is: [F:27][C:4]1[CH:3]=[C:2]([C:34]2[CH:33]=[CH:32][CH:31]=[C:30]([O:29][CH3:28])[CH:35]=2)[CH:7]=[CH:6][C:5]=1[N:8]1[C:12](=[O:13])[NH:11][N:10]=[C:9]1[CH2:14][C@@H:15]1[CH2:19][CH2:18][N:17]([C:20]([O:22][C:23]([CH3:26])([CH3:25])[CH3:24])=[O:21])[CH2:16]1. (3) Given the reactants [F:1][C:2]([F:7])([F:6])[C:3]([OH:5])=[O:4].C(OC([NH:15][C@@H:16]([C@@H:27]([CH3:30])[CH2:28][CH3:29])[C:17]([N:19]1[CH2:23][C:22](=[O:24])[CH2:21][C@H:20]1[C:25]#[N:26])=[O:18])=O)(C)(C)C, predict the reaction product. The product is: [F:1][C:2]([F:7])([F:6])[C:3]([OH:5])=[O:4].[NH2:15][C@@H:16]([C@@H:27]([CH3:30])[CH2:28][CH3:29])[C:17]([N:19]1[CH2:23][C:22](=[O:24])[CH2:21][C@H:20]1[C:25]#[N:26])=[O:18]. (4) Given the reactants [CH3:1][O:2][C:3]1[CH:4]=[C:5]2[C:9](=[CH:10][CH:11]=1)[N:8]([CH3:12])[CH:7]=[C:6]2[C:13]1[N:35]([CH2:36][O:37]CC[Si](C)(C)C)[C:16]2[N:17]=[CH:18][C:19]3[N:20]([C:21]([CH2:24][CH2:25][CH2:26][NH:27]C(=O)OC(C)(C)C)=[N:22][CH:23]=3)[C:15]=2[CH:14]=1.C(O)(C(F)(F)F)=O, predict the reaction product. The product is: [NH2:27][CH2:26][CH2:25][CH2:24][C:21]1[N:20]2[C:15]3[CH:14]=[C:13]([C:6]4[C:5]5[C:9](=[CH:10][CH:11]=[C:3]([O:2][CH3:1])[CH:4]=5)[N:8]([CH3:12])[CH:7]=4)[N:35]([CH2:36][OH:37])[C:16]=3[N:17]=[CH:18][C:19]2=[CH:23][N:22]=1.